From a dataset of Catalyst prediction with 721,799 reactions and 888 catalyst types from USPTO. Predict which catalyst facilitates the given reaction. (1) Reactant: [F:1][C:2]1[CH:3]=[C:4]([CH:13]2[CH2:18][NH:17][CH2:16][CH:15]([C:19]([O:21][CH3:22])=[O:20])[CH2:14]2)[CH:5]=[CH:6][C:7]=1[O:8][C:9]([F:12])([F:11])[F:10].C(N(CC)CC)C.Cl[C:31]([O:33][C:34]1[CH:39]=[CH:38][C:37]([N+:40]([O-:42])=[O:41])=[CH:36][CH:35]=1)=[O:32]. Product: [F:1][C:2]1[CH:3]=[C:4]([CH:13]2[CH2:18][N:17]([C:31]([O:33][C:34]3[CH:35]=[CH:36][C:37]([N+:40]([O-:42])=[O:41])=[CH:38][CH:39]=3)=[O:32])[CH2:16][CH:15]([C:19]([O:21][CH3:22])=[O:20])[CH2:14]2)[CH:5]=[CH:6][C:7]=1[O:8][C:9]([F:12])([F:10])[F:11]. The catalyst class is: 4. (2) Reactant: C1C=C(Cl)C=C(C(OO)=[O:9])C=1.[CH:12]1([NH:19][C:20]2[C:25]([C:26]3[CH:27]=[N:28][N:29]([CH3:31])[CH:30]=3)=[CH:24][N:23]=[C:22]([C:32]3[CH:37]=[CH:36][CH:35]=[C:34]([C:38]4[CH:39]=[N:40][N:41]([CH3:43])[CH:42]=4)[CH:33]=3)[N:21]=2)[CH2:18][CH2:17][CH2:16][CH2:15][CH:14]=[CH:13]1.C(=O)(O)[O-].[Na+]. Product: [CH3:31][N:29]1[CH:30]=[C:26]([C:25]2[C:20]([NH:19][CH:12]3[CH2:18][CH2:17][CH2:16][CH2:15][C@@H:14]4[C@H:13]3[O:9]4)=[N:21][C:22]([C:32]3[CH:37]=[CH:36][CH:35]=[C:34]([C:38]4[CH:39]=[N:40][N:41]([CH3:43])[CH:42]=4)[CH:33]=3)=[N:23][CH:24]=2)[CH:27]=[N:28]1. The catalyst class is: 2. (3) The catalyst class is: 70. Reactant: [NH2:1][C:2]([C:4]1[CH:5]=[N:6][C:7]2[C:12]([C:13]=1[NH:14][C:15]1[CH:16]=[C:17]([CH:23]=[CH:24][CH:25]=1)[C:18]([O:20][CH2:21][CH3:22])=[O:19])=[CH:11][CH:10]=[C:9](Br)[CH:8]=2)=[O:3].[CH3:27][O:28][C:29]1[N:34]=[C:33]([O:35][CH3:36])[C:32](B(O)O)=[CH:31][N:30]=1.C(=O)(O)[O-].[Na+]. Product: [NH2:1][C:2]([C:4]1[CH:5]=[N:6][C:7]2[C:12]([C:13]=1[NH:14][C:15]1[CH:16]=[C:17]([CH:23]=[CH:24][CH:25]=1)[C:18]([O:20][CH2:21][CH3:22])=[O:19])=[CH:11][CH:10]=[C:9]([C:32]1[C:33]([O:35][CH3:36])=[N:34][C:29]([O:28][CH3:27])=[N:30][CH:31]=1)[CH:8]=2)=[O:3]. (4) Reactant: CO[CH:3]([O:6]C)[CH2:4][NH2:5].[CH:8]1[C:17]2[C:12](=[CH:13][CH:14]=[CH:15][CH:16]=2)[CH:11]=[CH:10][C:9]=1[C:18](Cl)=[O:19]. Product: [OH:6][CH2:3][CH2:4][NH:5][C:18]([C:9]1[CH:10]=[CH:11][C:12]2[C:17](=[CH:16][CH:15]=[CH:14][CH:13]=2)[CH:8]=1)=[O:19]. The catalyst class is: 12. (5) Reactant: CC[C@@H](O)[C@@](O)([C@@H]1OC(=O)[C@H](C)[C@@H](O[C@@H]2O[C@@H](C)[C@H](O)[C@@](OC)(C)C2)[C@H](C)[C@@H](O[C@@H]2O[C@H](C)C[C@H](N(C)C)[C@H]2O)[C@]2(C)OC(=C(C)C2)[C@@H]1C)C.[CH3:51][CH2:52][C@H:53]1[O:68][C:66](=[O:67])[C@H:65]([CH3:69])[C@@H:64]([O:70][C@@H:71]2[O:76][C@@H:75]([CH3:77])[C@H:74]([OH:78])[C@@:73]([O:80][CH3:81])([CH3:79])[CH2:72]2)[C@H:63]([CH3:82])[C@@H:62]([O:83][C@@H:84]2[O:89][C@H:88]([CH3:90])[CH2:87][C@H:86]([N:91]([CH3:93])[CH3:92])[C@H:85]2[OH:94])[C@@:61](O)([CH3:95])[CH2:60][C@@H:59]([CH3:97])[C:57](=[O:58])[C@H:56]([CH3:98])[C@@H:55]([OH:99])[C@@:54]1([OH:101])[CH3:100].C(=O)([O-])O.[Na+]. Product: [CH3:51][CH2:52][C@H:53]1[O:68][C:66](=[O:67])[C@H:65]([CH3:69])[C@@H:64]([O:70][C@@H:71]2[O:76][C@@H:75]([CH3:77])[C@H:74]([OH:78])[C@@:73]([O:80][CH3:81])([CH3:79])[CH2:72]2)[C@H:63]([CH3:82])[C@@H:62]([O:83][C@@H:84]2[O:89][C@H:88]([CH3:90])[CH2:87][C@H:86]([N:91]([CH3:92])[CH3:93])[C@H:85]2[OH:94])[C@:61]2([CH3:95])[O:58][C:57](=[C:59]([CH3:97])[CH2:60]2)[C@H:56]([CH3:98])[C@@H:55]([OH:99])[C@@:54]1([OH:101])[CH3:100]. The catalyst class is: 15. (6) Reactant: [CH3:1][CH:2]([S:4]([Cl:7])(=[O:6])=[O:5])[CH3:3].[CH3:8][O:9][C:10](=[O:42])[NH:11][CH:12]1[CH2:21][C:20]2[C:15](=[CH:16][CH:17]=[CH:18][CH:19]=2)[N:14]([C:22](=[O:41])[CH2:23][C:24]([CH3:40])([CH3:39])[CH2:25][C@H:26]([NH:31]C(OC(C)(C)C)=O)[C@@H:27]([OH:30])[CH2:28][NH2:29])[CH2:13]1.C(N(CC)CC)C. Product: [ClH:7].[CH3:8][O:9][C:10](=[O:42])[NH:11][CH:12]1[CH2:21][C:20]2[C:15](=[CH:16][CH:17]=[CH:18][CH:19]=2)[N:14]([C:22](=[O:41])[CH2:23][C:24]([CH3:40])([CH3:39])[CH2:25][C@H:26]([NH2:31])[C@@H:27]([OH:30])[CH2:28][NH:29][S:4]([CH:2]([CH3:3])[CH3:1])(=[O:6])=[O:5])[CH2:13]1. The catalyst class is: 4.